Predict the reaction yield, written as a fraction of the theoretical maximum amount of product (1.0 means a 100% yield; for example, 0.34 means a 34% yield). From a dataset of Reaction yield outcomes from USPTO patents with 853,638 reactions. (1) The catalyst is CN(C=O)C.O. The reactants are CCN(C(C)C)C(C)C.[F:10][C:11]1[CH:12]=[C:13]([C:17]2[O:21][N:20]=[C:19]([C:22]([OH:24])=O)[CH:18]=2)[CH:14]=[CH:15][CH:16]=1.C1(C2ON=C(C(O)=O)C=2)C=CC=CC=1.FC1C=C(C(=O)C)C=CC=1.C1C=CC2N(O)N=NC=2C=1.CCN=C=NCCCN(C)C.Cl.Cl.[NH2:72][CH2:73][C:74]([N:76]1[CH2:81][CH2:80][CH:79]([O:82][C:83]2[CH:88]=[CH:87][CH:86]=[C:85]([C:89]([F:92])([F:91])[F:90])[CH:84]=2)[CH2:78][CH2:77]1)=[O:75]. The product is [O:75]=[C:74]([N:76]1[CH2:77][CH2:78][CH:79]([O:82][C:83]2[CH:88]=[CH:87][CH:86]=[C:85]([C:89]([F:92])([F:90])[F:91])[CH:84]=2)[CH2:80][CH2:81]1)[CH2:73][NH:72][C:22]([C:19]1[CH:18]=[C:17]([C:13]2[CH:14]=[CH:15][CH:16]=[C:11]([F:10])[CH:12]=2)[O:21][N:20]=1)=[O:24]. The yield is 0.592. (2) The reactants are CS(O[CH2:6][C:7]1[CH:12]=[C:11]([N:13]2[CH2:18][CH2:17][O:16][CH2:15][C@H:14]2[CH3:19])[N:10]=[C:9]([Cl:20])[N:8]=1)(=O)=O.[I-:21].[Li+]. The catalyst is O1CCOCC1. The product is [Cl:20][C:9]1[N:10]=[C:11]([N:13]2[CH2:18][CH2:17][O:16][CH2:15][C@H:14]2[CH3:19])[CH:12]=[C:7]([CH2:6][I:21])[N:8]=1. The yield is 0.860. (3) The reactants are [CH2:1]([O:4][C:5]1[C:16]([O:17][CH3:18])=[C:15]([NH:19][C:20](=[O:61])[C:21]2[CH:26]=[CH:25][C:24]([NH:27][C:28](=[O:54])[C:29]3[CH:34]=[CH:33][C:32]([NH:35][C:36](=[O:53])[C@@H:37]([NH:41][C:42](=[O:52])[C:43]4[CH:48]=[CH:47][C:46]([N+:49]([O-])=O)=[CH:45][CH:44]=4)[CH2:38][C:39]#[N:40])=[CH:31][CH:30]=3)=[C:23]([O:55][CH3:56])[C:22]=2[O:57][CH2:58][CH:59]=[CH2:60])[CH:14]=[CH:13][C:6]=1[C:7]([O:9][CH2:10][CH:11]=[CH2:12])=[O:8])[CH:2]=[CH2:3].Cl[Sn]Cl. The catalyst is CCO. The product is [CH2:1]([O:4][C:5]1[C:16]([O:17][CH3:18])=[C:15]([NH:19][C:20](=[O:61])[C:21]2[CH:26]=[CH:25][C:24]([NH:27][C:28](=[O:54])[C:29]3[CH:34]=[CH:33][C:32]([NH:35][C:36](=[O:53])[C@@H:37]([NH:41][C:42](=[O:52])[C:43]4[CH:48]=[CH:47][C:46]([NH2:49])=[CH:45][CH:44]=4)[CH2:38][C:39]#[N:40])=[CH:31][CH:30]=3)=[C:23]([O:55][CH3:56])[C:22]=2[O:57][CH2:58][CH:59]=[CH2:60])[CH:14]=[CH:13][C:6]=1[C:7]([O:9][CH2:10][CH:11]=[CH2:12])=[O:8])[CH:2]=[CH2:3]. The yield is 0.670. (4) The reactants are Cl[C:2]1[C:11]2[C:6](=[CH:7][CH:8]=[C:9]([N:12]3[CH2:16][CH:15]([CH3:17])[CH2:14][C:13]3=[O:18])[CH:10]=2)[CH:5]=[N:4][CH:3]=1.[CH3:19][N:20]1[CH:24]=[C:23]([C:25]2[CH:30]=[CH:29][C:28](B3OC(C)(C)C(C)(C)O3)=[CH:27][CH:26]=2)[CH:22]=[N:21]1.C(=O)([O-])[O-].[Na+].[Na+].C(#N)C. The catalyst is O. The product is [CH3:17][CH:15]1[CH2:16][N:12]([C:9]2[CH:10]=[C:11]3[C:6](=[CH:7][CH:8]=2)[CH:5]=[N:4][CH:3]=[C:2]3[C:28]2[CH:27]=[CH:26][C:25]([C:23]3[CH:22]=[N:21][N:20]([CH3:19])[CH:24]=3)=[CH:30][CH:29]=2)[C:13](=[O:18])[CH2:14]1. The yield is 0.120. (5) The reactants are [CH2:1]([O:3][C:4]1[N:8]([C:9]2[C:17]3[O:16][CH2:15][C@@H:14]([NH:18][C:19]4[CH:31]=[CH:30][C:22]5[C@H:23]([CH2:26][C:27]([OH:29])=[O:28])[CH2:24][O:25][C:21]=5[CH:20]=4)[C:13]=3[CH:12]=[CH:11][CH:10]=2)[C:7]2[CH:32]=[C:33]([F:36])[CH:34]=[CH:35][C:6]=2[N:5]=1)[CH3:2].[OH-].[Na+:38]. The catalyst is O1CCCC1.C(#N)C. The product is [CH2:1]([O:3][C:4]1[N:8]([C:9]2[C:17]3[O:16][CH2:15][C@@H:14]([NH:18][C:19]4[CH:31]=[CH:30][C:22]5[C@H:23]([CH2:26][C:27]([O-:29])=[O:28])[CH2:24][O:25][C:21]=5[CH:20]=4)[C:13]=3[CH:12]=[CH:11][CH:10]=2)[C:7]2[CH:32]=[C:33]([F:36])[CH:34]=[CH:35][C:6]=2[N:5]=1)[CH3:2].[Na+:38]. The yield is 0.730. (6) The product is [CH:1]1([C:4]2[C:5]([O:15][C@@H:16]3[CH2:21][CH2:20][CH2:19][N:18]([CH2:35][C:36]4([C:41]([F:44])([F:43])[F:42])[CH2:40][CH2:39][CH2:38][CH2:37]4)[CH2:17]3)=[CH:6][C:7]([F:14])=[C:8]([CH:13]=2)[C:9]([O:11][CH3:12])=[O:10])[CH2:2][CH2:3]1. The reactants are [CH:1]1([C:4]2[C:5]([O:15][C@@H:16]3[CH2:21][CH2:20][CH2:19][NH:18][CH2:17]3)=[CH:6][C:7]([F:14])=[C:8]([CH:13]=2)[C:9]([O:11][CH3:12])=[O:10])[CH2:3][CH2:2]1.C(N(CC)CC)C.FC(F)(F)S(O[CH2:35][C:36]1([C:41]([F:44])([F:43])[F:42])[CH2:40][CH2:39][CH2:38][CH2:37]1)(=O)=O.FF. The catalyst is CC(C)=O. The yield is 0.300.